From a dataset of Catalyst prediction with 721,799 reactions and 888 catalyst types from USPTO. Predict which catalyst facilitates the given reaction. (1) Reactant: C[O:2][C:3]1[CH:4]=[CH:5][C:6]2[C:7]3[CH:8]=[CH:9][C:10](=[O:35])[N:11]([N:34]=3)[CH2:12][C:13]3[CH:33]=[C:17]([C:18](=[O:32])[NH:19][C:20]4[N:28]([CH2:29][C:30]=1[CH:31]=2)[C:27]1[CH:26]=[CH:25][CH:24]=[CH:23][C:22]=1[N:21]=4)[CH:16]=[CH:15][CH:14]=3. Product: [OH:2][C:3]1[CH:4]=[CH:5][C:6]2[C:7]3[CH:8]=[CH:9][C:10](=[O:35])[N:11]([N:34]=3)[CH2:12][C:13]3[CH:33]=[C:17]([C:18](=[O:32])[NH:19][C:20]4[N:28]([CH2:29][C:30]=1[CH:31]=2)[C:27]1[CH:26]=[CH:25][CH:24]=[CH:23][C:22]=1[N:21]=4)[CH:16]=[CH:15][CH:14]=3. The catalyst class is: 4. (2) Reactant: [N:1]1([CH:7]2[CH2:12][CH2:11][N:10]([C:13]([C:15]3[CH:16]=[C:17]4[C:21](=[CH:22][CH:23]=3)[NH:20][C:19]([C:24]([N:26]3[CH2:31][CH2:30][C:29]([F:33])([F:32])[CH2:28][CH2:27]3)=[O:25])=[CH:18]4)=[O:14])[CH2:9][CH2:8]2)[CH2:6][CH2:5][CH2:4][CH2:3][CH2:2]1.[H-].[Na+].[CH:36]1([CH2:39]Br)[CH2:38][CH2:37]1. Product: [N:1]1([CH:7]2[CH2:12][CH2:11][N:10]([C:13]([C:15]3[CH:16]=[C:17]4[C:21](=[CH:22][CH:23]=3)[N:20]([CH2:39][CH:36]3[CH2:38][CH2:37]3)[C:19]([C:24]([N:26]3[CH2:31][CH2:30][C:29]([F:33])([F:32])[CH2:28][CH2:27]3)=[O:25])=[CH:18]4)=[O:14])[CH2:9][CH2:8]2)[CH2:2][CH2:3][CH2:4][CH2:5][CH2:6]1. The catalyst class is: 9. (3) Reactant: [CH3:1][N:2]1[C:11]2[C:6](=[CH:7][C:8]([C:18]([F:21])([F:20])[F:19])=[C:9]([C:12]3[CH:13]=[N:14][N:15]([CH3:17])[CH:16]=3)[CH:10]=2)[N:5]([C:22]2[C:26]3[CH2:27][NH:28][CH2:29][CH2:30][C:25]=3[N:24]([CH:31]3[CH2:36][CH2:35][O:34][CH2:33][CH2:32]3)[N:23]=2)[CH2:4][CH:3]1[CH3:37].C(N(CC)CC)C.[C:45](OC(=O)C)(=[O:47])[CH3:46]. Product: [CH3:37][CH:3]1[N:2]([CH3:1])[C:11]2[C:6](=[CH:7][C:8]([C:18]([F:20])([F:19])[F:21])=[C:9]([C:12]3[CH:13]=[N:14][N:15]([CH3:17])[CH:16]=3)[CH:10]=2)[N:5]([C:22]2[C:26]3[CH2:27][N:28]([C:45](=[O:47])[CH3:46])[CH2:29][CH2:30][C:25]=3[N:24]([CH:31]3[CH2:36][CH2:35][O:34][CH2:33][CH2:32]3)[N:23]=2)[CH2:4]1. The catalyst class is: 2. (4) Reactant: [Cl:1][C:2]1[C:6]([Cl:7])=[C:5]([CH3:8])[NH:4][C:3]=1[C:9]([NH:11][C@H:12]1[CH2:17][CH2:16][N:15]([C:18]2[S:19][C:20]([C:23]([O:25]C)=[O:24])=[CH:21][N:22]=2)[CH2:14][C@H:13]1[N:27]1[CH:31]=[CH:30][N:29]=[N:28]1)=[O:10].[OH-].[Ba+2].[OH-]. Product: [Cl:1][C:2]1[C:6]([Cl:7])=[C:5]([CH3:8])[NH:4][C:3]=1[C:9]([NH:11][C@H:12]1[CH2:17][CH2:16][N:15]([C:18]2[S:19][C:20]([C:23]([OH:25])=[O:24])=[CH:21][N:22]=2)[CH2:14][C@H:13]1[N:27]1[CH:31]=[CH:30][N:29]=[N:28]1)=[O:10]. The catalyst class is: 200. (5) Reactant: CS(O[CH2:6][C@@H:7]1[N:12]([C:13]2[CH:18]=[CH:17][C:16]([C:19]([OH:28])([C:24]([F:27])([F:26])[F:25])[C:20]([F:23])([F:22])[F:21])=[CH:15][CH:14]=2)[CH2:11][CH2:10][N:9]([C:29]([O-:31])=[O:30])[CH2:8]1)(=O)=O.C(=O)([O-])[O-].[K+].[K+].[C:38]1([SH:44])[CH:43]=[CH:42][CH:41]=[CH:40][CH:39]=1. Product: [C:38]1([S:44][CH2:6][C@@H:7]2[N:12]([C:13]3[CH:18]=[CH:17][C:16]([C:19]([OH:28])([C:24]([F:25])([F:26])[F:27])[C:20]([F:23])([F:21])[F:22])=[CH:15][CH:14]=3)[CH2:11][CH2:10][N:9]([C:29]([O:31][C:16]([CH3:19])([CH3:17])[CH3:15])=[O:30])[CH2:8]2)[CH:43]=[CH:42][CH:41]=[CH:40][CH:39]=1. The catalyst class is: 10. (6) Reactant: C([O:3][C:4]([C:6]1[CH:7]=[N:8][N:9]([C:11]2[NH:20][C:19](=[O:21])[C:18]3[C:13](=[CH:14][C:15]([O:24][CH3:25])=[C:16]([O:22][CH3:23])[CH:17]=3)[N:12]=2)[CH:10]=1)=[O:5])C.[OH-].[K+]. Product: [CH3:23][O:22][C:16]1[CH:17]=[C:18]2[C:13](=[CH:14][C:15]=1[O:24][CH3:25])[N:12]=[C:11]([N:9]1[CH:10]=[C:6]([C:4]([OH:5])=[O:3])[CH:7]=[N:8]1)[NH:20][C:19]2=[O:21]. The catalyst class is: 1.